Dataset: Full USPTO retrosynthesis dataset with 1.9M reactions from patents (1976-2016). Task: Predict the reactants needed to synthesize the given product. (1) Given the product [CH:7]12[CH:3]([CH2:14][C:10]([OH:12])=[O:11])[CH:4]([CH2:9][CH2:8]1)[CH2:5][CH2:6]2, predict the reactants needed to synthesize it. The reactants are: [Li].Br[CH:3]1[CH:7]2[CH2:8][CH2:9][CH:4]1[CH2:5][CH2:6]2.[C:10](=[O:12])=[O:11].O1CCC[CH2:14]1. (2) Given the product [Cl:1][C:2]1[CH:3]=[CH:4][C:5]2[S:9][C:8]([C:12]3[C:13]([NH:26][C@@H:27]4[CH2:32][CH2:31][CH2:30][N:29]([C:33]([O:35][C:36]([CH3:39])([CH3:38])[CH3:37])=[O:34])[CH2:28]4)=[N:14][C:15]([N:20]4[CH2:21][CH2:22][O:23][CH2:24][CH2:25]4)=[N:16][C:17]=3[O:18][CH3:19])=[N:7][C:6]=2[CH:10]=1, predict the reactants needed to synthesize it. The reactants are: [Cl:1][C:2]1[CH:3]=[CH:4][C:5]2[S:9][CH:8]=[N:7][C:6]=2[CH:10]=1.I[C:12]1[C:13]([NH:26][C@@H:27]2[CH2:32][CH2:31][CH2:30][N:29]([C:33]([O:35][C:36]([CH3:39])([CH3:38])[CH3:37])=[O:34])[CH2:28]2)=[N:14][C:15]([N:20]2[CH2:25][CH2:24][O:23][CH2:22][CH2:21]2)=[N:16][C:17]=1[O:18][CH3:19].C(=O)([O-])[O-].[Cs+].[Cs+]. (3) Given the product [F:30][C:27]([F:28])([F:29])[C:4]1[CH:3]=[C:2]([C:37]2[CH:38]=[CH:39][C:34]([CH2:33][NH2:32])=[CH:35][CH:36]=2)[C:10]2[NH:9][C:8]([N:11]3[CH2:12][CH2:13][N:14]([C:17]4[C:22]([C:23]([F:24])([F:25])[F:26])=[CH:21][CH:20]=[CH:19][N:18]=4)[CH2:15][CH2:16]3)=[N:7][C:6]=2[CH:5]=1, predict the reactants needed to synthesize it. The reactants are: Br[C:2]1[C:10]2[N:9]=[C:8]([N:11]3[CH2:16][CH2:15][N:14]([C:17]4[C:22]([C:23]([F:26])([F:25])[F:24])=[CH:21][CH:20]=[CH:19][N:18]=4)[CH2:13][CH2:12]3)[NH:7][C:6]=2[CH:5]=[C:4]([C:27]([F:30])([F:29])[F:28])[CH:3]=1.Cl.[NH2:32][CH2:33][C:34]1[CH:39]=[CH:38][C:37](B(O)O)=[CH:36][CH:35]=1. (4) The reactants are: [OH:1][NH:2][C:3]([C:5]1[C:14]2[C:9](=[CH:10][CH:11]=[CH:12][CH:13]=2)[CH:8]=[CH:7][N:6]=1)=[NH:4].[CH3:15][O:16][C:17]1[CH:18]=[C:19]([CH:23]=[CH:24][CH:25]=1)[C:20](O)=O. Given the product [CH3:15][O:16][C:17]1[CH:18]=[C:19]([C:20]2[O:1][N:2]=[C:3]([C:5]3[C:14]4[C:9](=[CH:10][CH:11]=[CH:12][CH:13]=4)[CH:8]=[CH:7][N:6]=3)[N:4]=2)[CH:23]=[CH:24][CH:25]=1, predict the reactants needed to synthesize it. (5) Given the product [Cl:24][C:6]1[C:5]([F:25])=[C:4]2[C:9]([C:10]([S:11][C:12]3[C:13]([F:23])=[C:14]([CH:20]=[CH:21][CH:22]=3)[C:15]([O:17][CH2:18][CH3:19])=[O:16])=[C:2]([CH:37]3[CH2:38][CH2:36]3)[N:3]2[C:26]2[CH:27]=[N:28][CH:29]=[CH:30][CH:31]=2)=[CH:8][CH:7]=1, predict the reactants needed to synthesize it. The reactants are: Br[C:2]1[N:3]([C:26]2[CH:27]=[N:28][CH:29]=[CH:30][CH:31]=2)[C:4]2[C:9]([C:10]=1[S:11][C:12]1[C:13]([F:23])=[C:14]([CH:20]=[CH:21][CH:22]=1)[C:15]([O:17][CH2:18][CH3:19])=[O:16])=[CH:8][CH:7]=[C:6]([Cl:24])[C:5]=2[F:25].BrC1C=N[CH:36]=[CH:37][CH:38]=1.N[C@@H]1CCCC[C@H]1N.[O-]P([O-])([O-])=O.[K+].[K+].[K+]. (6) Given the product [CH2:1]([O:8][C@@:9]1([C:36]([F:38])([F:39])[F:37])[CH2:33][C@H:13]2[CH2:14][CH2:15][CH2:16][C:17]3[C:18](=[CH:19][C:20]4[CH:21]=[N:22][N:23]([C:26]5[CH:27]=[CH:28][C:29]([F:32])=[CH:30][CH:31]=5)[C:24]=4[CH:25]=3)[C@:12]2([CH2:34][N:35]2[CH2:41][CH2:42][CH2:43][S:44]2(=[O:46])=[O:45])[CH2:11][CH2:10]1)[C:2]1[CH:7]=[CH:6][CH:5]=[CH:4][CH:3]=1, predict the reactants needed to synthesize it. The reactants are: [CH2:1]([O:8][C@@:9]1([C:36]([F:39])([F:38])[F:37])[CH2:33][C@H:13]2[CH2:14][CH2:15][CH2:16][C:17]3[C:18](=[CH:19][C:20]4[CH:21]=[N:22][N:23]([C:26]5[CH:31]=[CH:30][C:29]([F:32])=[CH:28][CH:27]=5)[C:24]=4[CH:25]=3)[C@:12]2([CH2:34][NH2:35])[CH2:11][CH2:10]1)[C:2]1[CH:7]=[CH:6][CH:5]=[CH:4][CH:3]=1.Cl[CH2:41][CH2:42][CH2:43][S:44](Cl)(=[O:46])=[O:45].[H-].[Na+]. (7) Given the product [F:20][C:19]1[CH:18]=[CH:17][C:4]([CH2:5][C:6]2[C:15]3[CH2:14][CH2:13][CH2:12][CH2:11][C:10]=3[C:9](=[O:16])[NH:8][N:7]=2)=[CH:3][C:2]=1[C:22]#[N:23], predict the reactants needed to synthesize it. The reactants are: Br[C:2]1[CH:3]=[C:4]([CH:17]=[CH:18][C:19]=1[F:20])[CH2:5][C:6]1[C:15]2[CH2:14][CH2:13][CH2:12][CH2:11][C:10]=2[C:9](=[O:16])[NH:8][N:7]=1.[Cu][C:22]#[N:23]. (8) Given the product [CH3:7][O:8][CH:9]([SiH2:12][CH2:1][CH2:2][CH2:3][CH2:4][CH:5]([SiH2:12][CH:9]([O:10][CH3:11])[O:8][CH3:7])[CH3:6])[O:10][CH3:11], predict the reactants needed to synthesize it. The reactants are: [CH2:1]=[CH:2][CH2:3][CH2:4][CH:5]=[CH2:6].[CH3:7][O:8][CH:9]([SiH3:12])[O:10][CH3:11].